This data is from Full USPTO retrosynthesis dataset with 1.9M reactions from patents (1976-2016). The task is: Predict the reactants needed to synthesize the given product. (1) Given the product [N:1]([C@H:4]1[CH2:9][CH2:8][CH2:7][CH2:6][C@H:5]1[N:10]1[CH2:14][CH2:13][C@@H:12]([NH:15][C:25](=[O:26])[CH2:24][NH:23][C:21](=[O:22])[C:20]2[CH:28]=[CH:29][CH:30]=[C:18]([C:17]([F:16])([F:32])[F:31])[CH:19]=2)[CH2:11]1)=[N+:2]=[N-:3], predict the reactants needed to synthesize it. The reactants are: [N:1]([C@H:4]1[CH2:9][CH2:8][CH2:7][CH2:6][C@H:5]1[N:10]1[CH2:14][CH2:13][C@@H:12]([NH2:15])[CH2:11]1)=[N+:2]=[N-:3].[F:16][C:17]([F:32])([F:31])[C:18]1[CH:19]=[C:20]([CH:28]=[CH:29][CH:30]=1)[C:21]([NH:23][CH2:24][C:25](O)=[O:26])=[O:22].CCN(CC)CC.C(Cl)CCl.C1C=CC2N(O)N=NC=2C=1. (2) Given the product [ClH:1].[ClH:1].[F:2][C:3]1[CH:33]=[CH:32][CH:31]=[CH:30][C:4]=1[O:5][CH2:6][CH2:7][N:8]1[CH2:13][CH2:12][N:11]([CH2:14][CH2:15][CH2:16][C:17]2[CH:22]=[C:21]([O:23][CH3:24])[C:20]([O:25][CH3:26])=[C:19]([O:27][CH3:28])[CH:18]=2)[CH2:10][CH2:9]1, predict the reactants needed to synthesize it. The reactants are: [ClH:1].[F:2][C:3]1[CH:33]=[CH:32][CH:31]=[CH:30][C:4]=1[O:5][CH2:6][CH2:7][N:8]1[CH2:13][CH2:12][N:11]([C:14](=O)[CH2:15][CH2:16][C:17]2[CH:22]=[C:21]([O:23][CH3:24])[C:20]([O:25][CH3:26])=[C:19]([O:27][CH3:28])[CH:18]=2)[CH2:10][CH2:9]1.[H-].[H-].[H-].[H-].[Li+].[Al+3].